Dataset: Catalyst prediction with 721,799 reactions and 888 catalyst types from USPTO. Task: Predict which catalyst facilitates the given reaction. (1) Reactant: [Cl:1][C:2]1[C:7]([Cl:8])=[CH:6][CH:5]=[CH:4][C:3]=1[OH:9].[C:10](Cl)(=[O:13])[CH2:11][CH3:12].Cl. Product: [C:10]([O:9][C:3]1[CH:4]=[CH:5][CH:6]=[C:7]([Cl:8])[C:2]=1[Cl:1])(=[O:13])[CH2:11][CH3:12]. The catalyst class is: 272. (2) Reactant: [Br:1][C:2]1[C:6]([F:7])=[CH:5][NH:4][N:3]=1.[H-].[Na+].F[C:11]1[CH:16]=[CH:15][N:14]=[C:13]([C:17]([F:20])([F:19])[F:18])[CH:12]=1. Product: [Br:1][C:2]1[C:6]([F:7])=[CH:5][N:4]([C:11]2[CH:16]=[CH:15][N:14]=[C:13]([C:17]([F:20])([F:19])[F:18])[CH:12]=2)[N:3]=1. The catalyst class is: 16. (3) Reactant: [CH2:1]([S:3]([C:6]1[CH:11]=[CH:10][C:9]([O:12]C)=[CH:8][CH:7]=1)(=[O:5])=[O:4])[CH3:2].B(Br)(Br)Br. Product: [CH2:1]([S:3]([C:6]1[CH:11]=[CH:10][C:9]([OH:12])=[CH:8][CH:7]=1)(=[O:5])=[O:4])[CH3:2]. The catalyst class is: 2. (4) Reactant: C([O:4][C:5]1[CH:6]=[CH:7][C:8]2[O:13][CH:12]=[C:11]([CH2:14][C:15]([O:17][CH2:18][CH3:19])=[O:16])[O:10][C:9]=2[CH:20]=1)(=O)C.C([O-])C.[Na+]. Product: [OH:4][C:5]1[CH:6]=[CH:7][C:8]2[O:13][CH:12]=[C:11]([CH2:14][C:15]([O:17][CH2:18][CH3:19])=[O:16])[O:10][C:9]=2[CH:20]=1. The catalyst class is: 8. (5) Reactant: C([N:8]1[CH2:12][CH2:11][CH:10]([C:13]([C:15]2[CH:16]=[C:17]3[C:21](=[CH:22][CH:23]=2)[NH:20][C:19]([C:24]([NH:26][C:27]2[CH:32]=[C:31]([F:33])[CH:30]=[C:29]([F:34])[CH:28]=2)=[O:25])=[CH:18]3)=[CH2:14])[CH2:9]1)C1C=CC=CC=1.C([O-])=O.[NH4+]. Product: [F:34][C:29]1[CH:28]=[C:27]([NH:26][C:24]([C:19]2[NH:20][C:21]3[C:17]([CH:18]=2)=[CH:16][C:15]([CH:13]([CH:10]2[CH2:11][CH2:12][NH:8][CH2:9]2)[CH3:14])=[CH:23][CH:22]=3)=[O:25])[CH:32]=[C:31]([F:33])[CH:30]=1. The catalyst class is: 92. (6) Reactant: [F:1][C:2]([F:19])([F:18])[C:3]([NH:5][CH2:6][CH2:7][C:8]1[CH:13]=[CH:12][C:11]([S:14](Cl)(=[O:16])=[O:15])=[CH:10][CH:9]=1)=[O:4].[CH3:20][O:21][C:22](=[O:32])[CH2:23][C:24]1[CH:29]=[CH:28][CH:27]=[CH:26][C:25]=1[O:30][CH3:31].[Cl-].[Al+3].[Cl-].[Cl-].C(OCC)(=O)C. Product: [CH3:31][O:30][C:25]1[CH:26]=[CH:27][C:28]([S:14]([C:11]2[CH:12]=[CH:13][C:8]([CH2:7][CH2:6][NH:5][C:3](=[O:4])[C:2]([F:19])([F:18])[F:1])=[CH:9][CH:10]=2)(=[O:16])=[O:15])=[CH:29][C:24]=1[CH2:23][C:22]([O:21][CH3:20])=[O:32]. The catalyst class is: 26.